Dataset: Forward reaction prediction with 1.9M reactions from USPTO patents (1976-2016). Task: Predict the product of the given reaction. Given the reactants [Cl:1][C:2]1[CH:7]=[CH:6][C:5]([C:8]2[C:9]([C:14]([O:16]CC)=[O:15])=[CH:10][CH:11]=[CH:12][CH:13]=2)=[CH:4][C:3]=1[C:19]([NH:21][CH2:22][C:23]1([OH:30])[CH2:29][CH2:28][CH2:27][CH2:26][CH2:25][CH2:24]1)=[O:20].CO.[OH-].[K+], predict the reaction product. The product is: [Cl:1][C:2]1[CH:7]=[CH:6][C:5]([C:8]2[C:9]([C:14]([OH:16])=[O:15])=[CH:10][CH:11]=[CH:12][CH:13]=2)=[CH:4][C:3]=1[C:19]([NH:21][CH2:22][C:23]1([OH:30])[CH2:24][CH2:25][CH2:26][CH2:27][CH2:28][CH2:29]1)=[O:20].